From a dataset of Reaction yield outcomes from USPTO patents with 853,638 reactions. Predict the reaction yield, written as a fraction of the theoretical maximum amount of product (1.0 means a 100% yield; for example, 0.34 means a 34% yield). The reactants are [CH:1]1([C:4](Cl)=[O:5])[CH2:3][CH2:2]1.[I:7][C:8]1[CH:9]=[C:10]([CH:15]=[CH:16][C:17]=1[CH3:18])[C:11]([NH:13][NH2:14])=[O:12].C(N(CC)CC)C. The catalyst is ClCCl. The product is [CH:1]1([C:4]([NH:14][NH:13][C:11](=[O:12])[C:10]2[CH:15]=[CH:16][C:17]([CH3:18])=[C:8]([I:7])[CH:9]=2)=[O:5])[CH2:3][CH2:2]1. The yield is 0.760.